Dataset: Full USPTO retrosynthesis dataset with 1.9M reactions from patents (1976-2016). Task: Predict the reactants needed to synthesize the given product. Given the product [C:1]([NH:5][S:6]([C:9]1[CH:10]=[C:11]([C:16]2[C:21]([C:22]([F:24])([F:25])[F:23])=[CH:20][C:19]([N:26]([NH:30][C:31]#[N:32])[CH2:27][S:28][CH3:34])=[CH:18][C:17]=2[Cl:29])[CH:12]=[CH:13][C:14]=1[CH3:15])(=[O:7])=[O:8])([CH3:4])([CH3:2])[CH3:3], predict the reactants needed to synthesize it. The reactants are: [C:1]([NH:5][S:6]([C:9]1[CH:10]=[C:11]([C:16]2[C:21]([C:22]([F:25])([F:24])[F:23])=[CH:20][C:19]([N:26]=[C:27]=[S:28])=[CH:18][C:17]=2[Cl:29])[CH:12]=[CH:13][C:14]=1[CH3:15])(=[O:8])=[O:7])([CH3:4])([CH3:3])[CH3:2].[N:30]#[C:31][NH2:32].[Na].[CH3:34]O.CI.